From a dataset of Full USPTO retrosynthesis dataset with 1.9M reactions from patents (1976-2016). Predict the reactants needed to synthesize the given product. (1) Given the product [CH3:1][O:2][CH:3]([O:7][CH3:8])[CH:4]([NH:14][CH3:12])[CH3:5], predict the reactants needed to synthesize it. The reactants are: [CH3:1][O:2][CH:3]([O:7][CH3:8])[C:4](=O)[CH3:5].Cl.CN.[CH2:12]([N:14](CC)CC)C.[BH4-].[Na+]. (2) Given the product [CH2:1]([N:8]1[CH:12]=[C:11]([C:13]2[C:21]3[C:16](=[N:17][CH:18]=[C:19]([C:41]4[CH:42]=[C:43]([NH:47][S:48]([CH3:51])(=[O:49])=[O:50])[CH:44]=[CH:45][CH:46]=4)[CH:20]=3)[N:15]([S:23]([C:26]3[CH:32]=[CH:31][C:29]([CH3:30])=[CH:28][CH:27]=3)(=[O:25])=[O:24])[CH:14]=2)[CH:10]=[N:9]1)[C:2]1[CH:7]=[CH:6][CH:5]=[CH:4][CH:3]=1, predict the reactants needed to synthesize it. The reactants are: [CH2:1]([N:8]1[CH:12]=[C:11]([C:13]2[C:21]3[C:16](=[N:17][CH:18]=[C:19](Br)[CH:20]=3)[N:15]([S:23]([C:26]3[CH:32]=[CH:31][C:29]([CH3:30])=[CH:28][CH:27]=3)(=[O:25])=[O:24])[CH:14]=2)[CH:10]=[N:9]1)[C:2]1[CH:7]=[CH:6][CH:5]=[CH:4][CH:3]=1.CC1(C)C(C)(C)OB([C:41]2[CH:42]=[C:43]([NH:47][S:48]([CH3:51])(=[O:50])=[O:49])[CH:44]=[CH:45][CH:46]=2)O1.C(=O)([O-])[O-].[Na+].[Na+]. (3) Given the product [F:1][C:2]1[CH:3]=[C:4]([CH:43]=[C:44]([F:47])[C:45]=1[OH:46])[CH2:5][CH:6]([CH:16]=[CH:17][C:18]1[CH:23]=[C:22]([F:24])[CH:21]=[CH:20][C:19]=1[O:25][CH2:26][C:27]1[CH:32]=[CH:31][C:30]([C:33]2[CH:34]=[CH:35][C:36]([C:39]([F:41])([F:42])[F:40])=[CH:37][CH:38]=2)=[CH:29][CH:28]=1)[CH2:7][CH2:8][CH2:9][CH2:10][C:11]([OH:13])=[O:12], predict the reactants needed to synthesize it. The reactants are: [F:1][C:2]1[CH:3]=[C:4]([CH:43]=[C:44]([F:47])[C:45]=1[OH:46])[CH2:5][CH:6]([CH:16]=[CH:17][C:18]1[CH:23]=[C:22]([F:24])[CH:21]=[CH:20][C:19]=1[O:25][CH2:26][C:27]1[CH:32]=[CH:31][C:30]([C:33]2[CH:38]=[CH:37][C:36]([C:39]([F:42])([F:41])[F:40])=[CH:35][CH:34]=2)=[CH:29][CH:28]=1)[CH2:7][CH2:8][CH2:9][CH2:10][C:11]([O:13]CC)=[O:12].[OH-].[Na+].Cl. (4) Given the product [CH2:20]([O:19][C@H:6]1[C@@H:5]([C:1]([CH3:3])([CH3:2])[CH3:4])[NH:8][C:7]1=[O:18])[C:21]1[CH:22]=[CH:23][CH:24]=[CH:25][CH:26]=1, predict the reactants needed to synthesize it. The reactants are: [C:1]([C@H:5]1[N:8](CC2C=CC(OC)=CC=2)[C:7](=[O:18])[C@H:6]1[O:19][CH2:20][C:21]1[CH:26]=[CH:25][CH:24]=[CH:23][CH:22]=1)([CH3:4])([CH3:3])[CH3:2]. (5) Given the product [Cl:1][C:2]1[CH:7]=[CH:6][C:5]([C@@H:8]2[C:15]3[C:14]([CH3:16])=[N:13][NH:12][C:11]=3[C:10](=[O:28])[N:9]2[C:29]2[CH:30]=[C:31]([CH3:39])[C:32]3[N:33]([C:35]([CH3:38])=[N:36][N:37]=3)[CH:34]=2)=[CH:4][CH:3]=1, predict the reactants needed to synthesize it. The reactants are: [Cl:1][C:2]1[CH:7]=[CH:6][C:5]([CH:8]2[C:15]3[C:14]([CH3:16])=[N:13][N:12](C4CN(C(OC(C)(C)C)=O)C4)[C:11]=3[C:10](=[O:28])[N:9]2[C:29]2[CH:30]=[C:31]([CH3:39])[C:32]3[N:33]([C:35]([CH3:38])=[N:36][N:37]=3)[CH:34]=2)=[CH:4][CH:3]=1.CO.ClC1C=CC(C2C3C(C4CC4)=NNC=3C(=O)N2C2C=C(C)C3N(C(C)=NN=3)C=2)=CC=1. (6) Given the product [CH:14]1([CH2:13][N:20]2[CH2:19][CH2:18][N:17]([C:21]3[CH:22]=[C:23]([CH:27]=[CH:28][N:29]=3)[C:24]([O:26][CH3:2])=[O:25])[C:16]2=[O:15])[CH2:12][CH2:11]1, predict the reactants needed to synthesize it. The reactants are: Br[CH2:2]C1C=CC(F)=CC=1.Br[CH2:11][CH:12]1[CH2:14][CH2:13]1.[O:15]=[C:16]1[NH:20][CH2:19][CH2:18][N:17]1[C:21]1[CH:22]=[C:23]([CH:27]=[CH:28][N:29]=1)[C:24]([O-:26])=[O:25]. (7) Given the product [Cl:23][C:15]1[CH:14]=[C:13]([C:11]2[O:10][N:9]=[C:8]([C:4]3[C:3]([CH2:24][CH3:25])=[C:2]([CH2:50][CH2:51][C:52]([O:54][CH2:55][CH3:56])=[O:53])[CH:7]=[CH:6][CH:5]=3)[N:12]=2)[CH:18]=[N:17][C:16]=1[O:19][CH:20]([CH3:22])[CH3:21], predict the reactants needed to synthesize it. The reactants are: Br[C:2]1[C:3]([CH2:24][CH3:25])=[C:4]([C:8]2[N:12]=[C:11]([C:13]3[CH:14]=[C:15]([Cl:23])[C:16]([O:19][CH:20]([CH3:22])[CH3:21])=[N:17][CH:18]=3)[O:10][N:9]=2)[CH:5]=[CH:6][CH:7]=1.CC1C=CC=CC=1P(C1C=CC=CC=1C)C1C=CC=CC=1C.Br[Zn][CH2:50][CH2:51][C:52]([O:54][CH2:55][CH3:56])=[O:53]. (8) Given the product [CH:1]1[CH:2]=[CH:3][N:4]2[CH2:10][C:9]3[CH:11]=[CH:12][CH:13]=[CH:14][C:8]=3[N:7]([C:15]([C:17]3[CH:22]=[CH:21][C:20]([C:23]4[CH:28]([C:41]([CH3:42])([CH3:36])[CH3:40])[CH2:27][CH2:26][CH2:25][CH:24]=4)=[C:19]([CH3:29])[CH:18]=3)=[O:16])[CH2:6][C:5]=12, predict the reactants needed to synthesize it. The reactants are: [CH:1]1[CH:2]=[CH:3][N:4]2[CH2:10][C:9]3[CH:11]=[CH:12][CH:13]=[CH:14][C:8]=3[N:7]([C:15]([C:17]3[CH:22]=[CH:21][C:20]([C:23]4[CH2:28][CH2:27][CH2:26][CH2:25][CH:24]=4)=[C:19]([CH3:29])[CH:18]=3)=[O:16])[CH2:6][C:5]=12.FC(F)(F)S(O[C:36]1[CH:41]([C:42](C)(C)C)[CH2:40]CCC=1)(=O)=O. (9) Given the product [CH2:1]([C:8]1[CH:9]=[C:10]2[CH:17]=[C:16]([C:18]3[CH:32]=[CH:31][C:21]([CH2:22][N:23]4[CH2:24][CH:25]([C:27]([O:29][CH3:30])=[O:28])[CH2:26]4)=[CH:20][C:19]=3[F:33])[O:15][C:11]2=[CH:12][N:13]=1)[C:2]1[CH:3]=[CH:4][CH:5]=[CH:6][CH:7]=1, predict the reactants needed to synthesize it. The reactants are: [CH2:1]([C:8]1[CH:9]=[C:10]2[CH:17]=[C:16]([C:18]3[CH:32]=[CH:31][C:21]([CH2:22][N:23]4[CH2:26][CH:25]([C:27]([O:29][CH3:30])=[O:28])[CH2:24]4)=[CH:20][C:19]=3[F:33])[O:15][C:11]2=[C:12](Cl)[N:13]=1)[C:2]1[CH:7]=[CH:6][CH:5]=[CH:4][CH:3]=1.C1CCCCC=1.